From a dataset of Forward reaction prediction with 1.9M reactions from USPTO patents (1976-2016). Predict the product of the given reaction. The product is: [CH:1]([C:4]1[CH:9]=[CH:8][C:7]([C:10]2[C:19]3[C:14](=[CH:15][CH:16]=[C:17]([O:20][CH2:21][C:22]#[CH:23])[CH:18]=3)[CH:13]=[C:12]([C:41]3[N:40]([CH3:42])[C:29]4[CH:30]=[C:31]([CH3:39])[C:32]([C:34](=[O:38])[CH2:35][CH2:36][CH3:37])=[CH:33][C:28]=4[N:27]=3)[N:11]=2)=[CH:6][CH:5]=1)([CH3:2])[CH3:3]. Given the reactants [CH:1]([C:4]1[CH:9]=[CH:8][C:7]([C:10]2[C:19]3[C:14](=[CH:15][CH:16]=[C:17]([O:20][CH2:21][C:22]#[CH:23])[CH:18]=3)[CH:13]=[C:12](C(O)=O)[N:11]=2)=[CH:6][CH:5]=1)([CH3:3])[CH3:2].[NH2:27][C:28]1[C:29]([NH:40][CH3:41])=[CH:30][C:31]([CH3:39])=[C:32]([C:34](=[O:38])[CH2:35][CH2:36][CH3:37])[CH:33]=1.[CH2:42](N(C(C)C)C(C)C)C.F[P-](F)(F)(F)(F)F.N1(O[P+](N(C)C)(N(C)C)N(C)C)C2C=CC=CC=2N=N1.C(O)(C(F)(F)F)=O, predict the reaction product.